From a dataset of Reaction yield outcomes from USPTO patents with 853,638 reactions. Predict the reaction yield, written as a fraction of the theoretical maximum amount of product (1.0 means a 100% yield; for example, 0.34 means a 34% yield). (1) The reactants are [Cl:1][C:2]1[CH:3]=[CH:4][C:5]([C:13]2[CH:14]=[C:15]3[C:20](=[CH:21][CH:22]=2)[N:19]=[CH:18][CH:17]=[CH:16]3)=[C:6]([CH:12]=1)[C:7]([O:9]CC)=[O:8].O[Li].O. The yield is 0.910. The product is [Cl:1][C:2]1[CH:3]=[CH:4][C:5]([C:13]2[CH:14]=[C:15]3[C:20](=[CH:21][CH:22]=2)[N:19]=[CH:18][CH:17]=[CH:16]3)=[C:6]([CH:12]=1)[C:7]([OH:9])=[O:8]. The catalyst is C1COCC1.CCO.O. (2) The reactants are [OH:1][C:2]1[CH:7]=[CH:6][CH:5]=[CH:4][N+:3]=1[O-:8].Cl[S:10]([C:13]1[CH:21]=[CH:20][C:16]([C:17]([OH:19])=[O:18])=[CH:15][CH:14]=1)(=[O:12])=[O:11].ClCCl.C(OCC)(=O)C. The catalyst is N1C=CC=CC=1. The product is [O:1]=[C:2]1[CH:7]=[CH:6][CH:5]=[CH:4][N:3]1[O:8][S:10]([C:13]1[CH:14]=[CH:15][C:16]([C:17]([OH:19])=[O:18])=[CH:20][CH:21]=1)(=[O:12])=[O:11]. The yield is 0.300.